This data is from NCI-60 drug combinations with 297,098 pairs across 59 cell lines. The task is: Regression. Given two drug SMILES strings and cell line genomic features, predict the synergy score measuring deviation from expected non-interaction effect. (1) Drug 1: CC1C(C(CC(O1)OC2CC(OC(C2O)C)OC3=CC4=CC5=C(C(=O)C(C(C5)C(C(=O)C(C(C)O)O)OC)OC6CC(C(C(O6)C)O)OC7CC(C(C(O7)C)O)OC8CC(C(C(O8)C)O)(C)O)C(=C4C(=C3C)O)O)O)O. Drug 2: C#CCC(CC1=CN=C2C(=N1)C(=NC(=N2)N)N)C3=CC=C(C=C3)C(=O)NC(CCC(=O)O)C(=O)O. Cell line: NCI-H226. Synergy scores: CSS=46.2, Synergy_ZIP=0.456, Synergy_Bliss=2.26, Synergy_Loewe=1.79, Synergy_HSA=0.445. (2) Drug 1: CC1=CC2C(CCC3(C2CCC3(C(=O)C)OC(=O)C)C)C4(C1=CC(=O)CC4)C. Drug 2: CCCCC(=O)OCC(=O)C1(CC(C2=C(C1)C(=C3C(=C2O)C(=O)C4=C(C3=O)C=CC=C4OC)O)OC5CC(C(C(O5)C)O)NC(=O)C(F)(F)F)O. Cell line: NCI-H322M. Synergy scores: CSS=2.52, Synergy_ZIP=6.55, Synergy_Bliss=3.94, Synergy_Loewe=-0.323, Synergy_HSA=-0.219.